Dataset: Full USPTO retrosynthesis dataset with 1.9M reactions from patents (1976-2016). Task: Predict the reactants needed to synthesize the given product. Given the product [CH3:16][C:13]1([CH3:15])[O:14][C@H:8]([C:6]([O:5][CH2:4][CH2:3][CH2:2][CH3:1])=[O:7])[CH2:9][C:10](=[O:11])[CH2:12]1, predict the reactants needed to synthesize it. The reactants are: [CH3:1][CH2:2][CH2:3][CH2:4][O:5][C:6]([C:8]1[O:14][C:13]([CH3:16])([CH3:15])[CH2:12][C:10](=[O:11])[CH:9]=1)=[O:7].ClC(Cl)(Cl)C(O)=O.